Dataset: Reaction yield outcomes from USPTO patents with 853,638 reactions. Task: Predict the reaction yield, written as a fraction of the theoretical maximum amount of product (1.0 means a 100% yield; for example, 0.34 means a 34% yield). The reactants are [CH3:1][C:2]([CH3:8])([CH2:6][OH:7])[C:3]([OH:5])=[O:4].[C:9](Cl)(=[O:11])[CH3:10].Cl. The catalyst is N1C=CC=CC=1. The product is [CH3:1][C:2]([CH3:8])([CH2:6][O:7][C:9](=[O:11])[CH3:10])[C:3]([OH:5])=[O:4]. The yield is 0.950.